Dataset: NCI-60 drug combinations with 297,098 pairs across 59 cell lines. Task: Regression. Given two drug SMILES strings and cell line genomic features, predict the synergy score measuring deviation from expected non-interaction effect. (1) Drug 2: C1CCC(C(C1)N)N.C(=O)(C(=O)[O-])[O-].[Pt+4]. Cell line: K-562. Drug 1: C1=CC(=CC=C1C#N)C(C2=CC=C(C=C2)C#N)N3C=NC=N3. Synergy scores: CSS=12.5, Synergy_ZIP=8.31, Synergy_Bliss=1.50, Synergy_Loewe=-12.6, Synergy_HSA=-4.46. (2) Drug 1: C1CCN(CC1)CCOC2=CC=C(C=C2)C(=O)C3=C(SC4=C3C=CC(=C4)O)C5=CC=C(C=C5)O. Cell line: SW-620. Drug 2: CN1C(=O)N2C=NC(=C2N=N1)C(=O)N. Synergy scores: CSS=4.96, Synergy_ZIP=0.0892, Synergy_Bliss=1.15, Synergy_Loewe=-6.36, Synergy_HSA=-5.37. (3) Drug 1: C1=NC2=C(N=C(N=C2N1C3C(C(C(O3)CO)O)F)Cl)N. Drug 2: CS(=O)(=O)OCCCCOS(=O)(=O)C. Cell line: HCT-15. Synergy scores: CSS=-1.95, Synergy_ZIP=0.910, Synergy_Bliss=-9.19, Synergy_Loewe=-8.13, Synergy_HSA=-8.75. (4) Drug 1: CCC1=CC2CC(C3=C(CN(C2)C1)C4=CC=CC=C4N3)(C5=C(C=C6C(=C5)C78CCN9C7C(C=CC9)(C(C(C8N6C)(C(=O)OC)O)OC(=O)C)CC)OC)C(=O)OC.C(C(C(=O)O)O)(C(=O)O)O. Synergy scores: CSS=59.6, Synergy_ZIP=-2.17, Synergy_Bliss=-2.28, Synergy_Loewe=-4.81, Synergy_HSA=-0.410. Cell line: NCI-H460. Drug 2: C1=C(C(=O)NC(=O)N1)N(CCCl)CCCl. (5) Drug 1: CC=C1C(=O)NC(C(=O)OC2CC(=O)NC(C(=O)NC(CSSCCC=C2)C(=O)N1)C(C)C)C(C)C. Drug 2: CCC1(C2=C(COC1=O)C(=O)N3CC4=CC5=C(C=CC(=C5CN(C)C)O)N=C4C3=C2)O.Cl. Cell line: ACHN. Synergy scores: CSS=19.7, Synergy_ZIP=1.58, Synergy_Bliss=1.19, Synergy_Loewe=-13.0, Synergy_HSA=-2.85. (6) Drug 1: C1=CC(=CC=C1CCC2=CNC3=C2C(=O)NC(=N3)N)C(=O)NC(CCC(=O)O)C(=O)O. Drug 2: C1=NNC2=C1C(=O)NC=N2. Cell line: SNB-75. Synergy scores: CSS=13.7, Synergy_ZIP=0.326, Synergy_Bliss=-1.01, Synergy_Loewe=-9.98, Synergy_HSA=0.456. (7) Drug 1: C1=C(C(=O)NC(=O)N1)F. Cell line: HS 578T. Drug 2: C1=NC2=C(N=C(N=C2N1C3C(C(C(O3)CO)O)O)F)N. Synergy scores: CSS=33.8, Synergy_ZIP=-5.03, Synergy_Bliss=-3.48, Synergy_Loewe=-4.32, Synergy_HSA=-2.52. (8) Drug 1: C1CC(=O)NC(=O)C1N2C(=O)C3=CC=CC=C3C2=O. Drug 2: CC1=C(C(=O)C2=C(C1=O)N3CC4C(C3(C2COC(=O)N)OC)N4)N. Cell line: MDA-MB-231. Synergy scores: CSS=3.46, Synergy_ZIP=0.122, Synergy_Bliss=3.65, Synergy_Loewe=0.0304, Synergy_HSA=1.01. (9) Drug 1: CS(=O)(=O)C1=CC(=C(C=C1)C(=O)NC2=CC(=C(C=C2)Cl)C3=CC=CC=N3)Cl. Drug 2: C1=CC(=CC=C1CCC2=CNC3=C2C(=O)NC(=N3)N)C(=O)NC(CCC(=O)O)C(=O)O. Cell line: SK-MEL-28. Synergy scores: CSS=33.4, Synergy_ZIP=9.34, Synergy_Bliss=16.9, Synergy_Loewe=-1.76, Synergy_HSA=10.6. (10) Cell line: SNB-19. Synergy scores: CSS=-2.19, Synergy_ZIP=1.17, Synergy_Bliss=2.40, Synergy_Loewe=0.0554, Synergy_HSA=0.562. Drug 1: CS(=O)(=O)OCCCCOS(=O)(=O)C. Drug 2: CC(C)(C#N)C1=CC(=CC(=C1)CN2C=NC=N2)C(C)(C)C#N.